Dataset: CYP2C9 substrate classification data from Carbon-Mangels et al.. Task: Regression/Classification. Given a drug SMILES string, predict its absorption, distribution, metabolism, or excretion properties. Task type varies by dataset: regression for continuous measurements (e.g., permeability, clearance, half-life) or binary classification for categorical outcomes (e.g., BBB penetration, CYP inhibition). Dataset: cyp2c9_substrate_carbonmangels. (1) The drug is Cc1c(OCC(F)(F)F)ccnc1C[S@@H](=O)c1nc2ccccc2[nH]1. The result is 1 (substrate). (2) The molecule is O=C1NC(=O)C(c2ccccc2)(c2ccccc2)N1. The result is 1 (substrate).